From a dataset of Forward reaction prediction with 1.9M reactions from USPTO patents (1976-2016). Predict the product of the given reaction. (1) Given the reactants [CH3:1][O:2][C:3]1[CH:8]=[CH:7][C:6]([N:9]2[CH:13]=[CH:12][N:11]=[CH:10]2)=[CH:5][CH:4]=1.[Br:14][CH2:15][CH2:16][CH2:17][CH2:18][CH2:19][CH2:20][CH3:21], predict the reaction product. The product is: [Br-:14].[CH3:1][O:2][C:3]1[CH:8]=[CH:7][C:6]([N+:9]2[CH:13]=[CH:12][N:11]([CH2:15][CH2:16][CH2:17][CH2:18][CH2:19][CH2:20][CH3:21])[CH:10]=2)=[CH:5][CH:4]=1. (2) Given the reactants [CH3:1][O:2][CH:3]1[O:9][C@H:8]([CH3:10])[C@@H:6]([OH:7])[C@H:4]1[OH:5].[C:11]([O-:14])(=O)[CH3:12].[Na+].[C:16](OC(=O)C)(=[O:18])[CH3:17].C(O)(=O)C.C(=O)(O)[O-].[Na+], predict the reaction product. The product is: [CH3:1][O:2][CH:3]1[O:9][C@H:8]([CH3:10])[C@@H:6]([O:7][C:11](=[O:14])[CH3:12])[C@H:4]1[O:5][C:16](=[O:18])[CH3:17]. (3) Given the reactants [Cl:1][C:2]1[CH:27]=[CH:26][C:5]([CH2:6][O:7][C:8]2[CH:9]=[C:10]([CH:13]=[CH:14][C:15]=2[O:16]CC2C=CC(OC)=CC=2)[CH:11]=[O:12])=[CH:4][CH:3]=1, predict the reaction product. The product is: [Cl:1][C:2]1[CH:27]=[CH:26][C:5]([CH2:6][O:7][C:8]2[CH:9]=[C:10]([CH:13]=[CH:14][C:15]=2[OH:16])[CH:11]=[O:12])=[CH:4][CH:3]=1.